Dataset: Full USPTO retrosynthesis dataset with 1.9M reactions from patents (1976-2016). Task: Predict the reactants needed to synthesize the given product. (1) Given the product [Br:22][C:23]1[CH:24]=[C:25]([C:2]2[CH:7]=[CH:6][C:5]([N:8]3[C@@H:12]([C:13]4[CH:18]=[CH:17][CH:16]=[CH:15][CH:14]=4)[C:11]([CH3:20])([CH3:19])[O:10][C:9]3=[O:21])=[CH:4][CH:3]=2)[C:26]([F:29])=[N:27][CH:28]=1, predict the reactants needed to synthesize it. The reactants are: I[C:2]1[CH:7]=[CH:6][C:5]([N:8]2[C@@H:12]([C:13]3[CH:18]=[CH:17][CH:16]=[CH:15][CH:14]=3)[C:11]([CH3:20])([CH3:19])[O:10][C:9]2=[O:21])=[CH:4][CH:3]=1.[Br:22][C:23]1[CH:24]=[C:25](B(O)O)[C:26]([F:29])=[N:27][CH:28]=1.C(=O)([O-])[O-].[Na+].[Na+].O1CCOCC1. (2) Given the product [Br:1][C:2]1[C:3]([C:11]2[O:12][CH:13]=[CH:14][CH:15]=2)=[N:4][C:5]([NH2:10])=[N:6][C:7]=1[S:8]([CH3:9])=[O:24], predict the reactants needed to synthesize it. The reactants are: [Br:1][C:2]1[C:3]([C:11]2[O:12][CH:13]=[CH:14][CH:15]=2)=[N:4][C:5]([NH2:10])=[N:6][C:7]=1[S:8][CH3:9].C1(C2[O:24]N2S(C2C=CC=CC=2)(=O)=O)C=CC=CC=1.